Dataset: Forward reaction prediction with 1.9M reactions from USPTO patents (1976-2016). Task: Predict the product of the given reaction. (1) Given the reactants [F:1][C:2]1[CH:11]=[C:10]([C:12]2[N:17]=[N:16][C:15](S(C)=O)=[N:14][CH:13]=2)[CH:9]=[CH:8][C:3]=1[C:4]([O:6][CH3:7])=[O:5].O.[NH2:22][NH2:23], predict the reaction product. The product is: [F:1][C:2]1[CH:11]=[C:10]([C:12]2[N:17]=[N:16][C:15]([NH:22][NH2:23])=[N:14][CH:13]=2)[CH:9]=[CH:8][C:3]=1[C:4]([O:6][CH3:7])=[O:5]. (2) Given the reactants [NH:1]1[CH:5]=[C:4]([C:6]2[CH:22]=[CH:21][C:9]3[C:10]4[N:11]=[C:12]([C:18]([OH:20])=O)[S:13][C:14]=4[CH2:15][CH2:16][O:17][C:8]=3[CH:7]=2)[CH:3]=[N:2]1.[O:23]=[S:24]1(=[O:31])[CH2:28][CH2:27][CH:26]([NH:29][CH3:30])[CH2:25]1, predict the reaction product. The product is: [O:23]=[S:24]1(=[O:31])[CH2:28][CH2:27][CH:26]([N:29]([CH3:30])[C:18]([C:12]2[S:13][C:14]3[CH2:15][CH2:16][O:17][C:8]4[CH:7]=[C:6]([C:4]5[CH:5]=[N:1][NH:2][CH:3]=5)[CH:22]=[CH:21][C:9]=4[C:10]=3[N:11]=2)=[O:20])[CH2:25]1. (3) Given the reactants [C:1]([O:5][C:6](=[O:19])[CH2:7][O:8][C:9]1[CH:14]=[CH:13][CH:12]=[C:11]([OH:15])[C:10]=1[C:16](=O)[CH3:17])([CH3:4])([CH3:3])[CH3:2].C(=O)([O-])[O-].[K+].[K+].O, predict the reaction product. The product is: [C:1]([O:5][C:6]([C:7]1[O:8][C:9]2[CH:14]=[CH:13][CH:12]=[C:11]([OH:15])[C:10]=2[C:16]=1[CH3:17])=[O:19])([CH3:4])([CH3:3])[CH3:2]. (4) Given the reactants [CH3:1][C:2]1[CH:3]=[CH:4][C:5]([CH3:8])=[CH:6][CH:7]=1.[Al+3].[Cl-].[Cl-].[Cl-].Br[C:14]([CH3:19])([CH3:18])[C:15](Br)=[O:16].Br.Cl, predict the reaction product. The product is: [CH3:18][CH:14]1[CH2:19][C:4]2[C:3](=[C:2]([CH3:1])[CH:7]=[CH:6][C:5]=2[CH3:8])[C:15]1=[O:16]. (5) Given the reactants [Cl:1][C:2]1[CH:3]=[N:4][CH:5]=[C:6]([Cl:20])[C:7]=1[S:8][C:9]1[S:13][C:12]([C:14](Cl)=[O:15])=[CH:11][C:10]=1[N+:17]([O-:19])=[O:18].[F:21][C:22]1[CH:29]=[CH:28][C:25]([CH2:26][NH2:27])=[CH:24][CH:23]=1, predict the reaction product. The product is: [Cl:1][C:2]1[CH:3]=[N:4][CH:5]=[C:6]([Cl:20])[C:7]=1[S:8][C:9]1[S:13][C:12]([C:14]([NH:27][CH2:26][C:25]2[CH:28]=[CH:29][C:22]([F:21])=[CH:23][CH:24]=2)=[O:15])=[CH:11][C:10]=1[N+:17]([O-:19])=[O:18]. (6) Given the reactants [CH2:1]([O:3][C:4]([C:6]1[C:7]2[CH:8]=[CH:9][N:10]([C:15]3[CH:16]=[N:17][CH:18]=[C:19]([C@@H:21]4[CH2:25][CH2:24][CH2:23][N:22]4[C:26](=[O:39])[C@@H:27]([NH:31][C:32](OC(C)(C)C)=[O:33])[CH:28]([CH3:30])[CH3:29])[CH:20]=3)[C:11]=2[CH:12]=[CH:13][CH:14]=1)=[O:5])[CH3:2].C[CH2:41][N:42]([CH:46]([CH3:48])C)[CH:43](C)C.C(N[C@H](C(O)=O)C(C)C)([O:51][C:52]([CH3:55])([CH3:54])[CH3:53])=O.CN(C([O:71]N1N=NC2C=CC=CC1=2)=[N+](C)C)C.F[P-](F)(F)(F)(F)F.C1C=CC2N(O)N=NC=2C=1.C(C)(OC(C)(C)C)=O.N[C@H](C(O)=O)C, predict the reaction product. The product is: [CH2:1]([O:3][C:4]([C:6]1[C:7]2[CH:8]=[CH:9][N:10]([C:15]3[CH:16]=[N:17][CH:18]=[C:19]([C@@H:21]4[CH2:25][CH2:24][CH2:23][N:22]4[C:26](=[O:39])[C@@H:27]([NH:31][C:32](=[O:33])[C@@H:46]([N:42]([C:43]([O:51][C:52]([CH3:55])([CH3:54])[CH3:53])=[O:71])[CH3:41])[CH3:48])[CH:28]([CH3:29])[CH3:30])[CH:20]=3)[C:11]=2[CH:12]=[CH:13][CH:14]=1)=[O:5])[CH3:2]. (7) Given the reactants [NH2:1][C:2]1[C:7]([O:8][CH3:9])=[CH:6][CH:5]=[CH:4][C:3]=1[NH:10][CH2:11][C@@H:12]1[CH2:16][CH2:15][N:14]([C:17]([CH:19]2[CH2:21][CH2:20]2)=[O:18])[CH2:13]1.[F:22][C:23]1[CH:28]=[CH:27][C:26]([C:29]2[CH:36]=[CH:35][C:32]([CH:33]=O)=[CH:31][CH:30]=2)=[CH:25][CH:24]=1.OOS([O-])=O.[K+].C([O-])([O-])=O.[K+].[K+], predict the reaction product. The product is: [CH:19]1([C:17]([N:14]2[CH2:15][CH2:16][C@@H:12]([CH2:11][N:10]3[C:3]4[CH:4]=[CH:5][CH:6]=[C:7]([O:8][CH3:9])[C:2]=4[N:1]=[C:33]3[C:32]3[CH:31]=[CH:30][C:29]([C:26]4[CH:27]=[CH:28][C:23]([F:22])=[CH:24][CH:25]=4)=[CH:36][CH:35]=3)[CH2:13]2)=[O:18])[CH2:20][CH2:21]1.